This data is from Forward reaction prediction with 1.9M reactions from USPTO patents (1976-2016). The task is: Predict the product of the given reaction. (1) Given the reactants [NH:1]1[CH2:5][CH2:4][CH:3]([CH2:6][OH:7])[CH2:2]1.C(N(CC)CC)C.[C:15]([O:19][C:20](O[C:20]([O:19][C:15]([CH3:18])([CH3:17])[CH3:16])=[O:21])=[O:21])([CH3:18])([CH3:17])[CH3:16], predict the reaction product. The product is: [OH:7][CH2:6][CH:3]1[CH2:4][CH2:5][N:1]([C:20]([O:19][C:15]([CH3:18])([CH3:17])[CH3:16])=[O:21])[CH2:2]1. (2) Given the reactants [CH3:1][C:2]([C:11]1[CH:16]=[CH:15][CH:14]=[CH:13][CH:12]=1)([OH:10])[CH2:3][C:4]1[CH:9]=[CH:8][CH:7]=[CH:6][CH:5]=1.[Cl:17][C:18]1[CH:19]=[C:20]([CH:23]=[CH:24][C:25]=1F)[C:21]#[N:22], predict the reaction product. The product is: [Cl:17][C:18]1[CH:19]=[C:20]([CH:23]=[CH:24][C:25]=1[O:10][C:2]([CH3:1])([C:11]1[CH:16]=[CH:15][CH:14]=[CH:13][CH:12]=1)[CH2:3][C:4]1[CH:9]=[CH:8][CH:7]=[CH:6][CH:5]=1)[C:21]#[N:22]. (3) Given the reactants [NH2:1][C:2]1[C:3]([C:12](=O)[CH3:13])=[CH:4][CH:5]=[C:6]2[C:11]=1[N:10]=[CH:9][CH:8]=[CH:7]2.[CH3:15][NH:16][S:17](Cl)(=[O:19])=[O:18].[BH4-].[Na+], predict the reaction product. The product is: [CH3:13][CH:12]1[C:3]2[CH:4]=[CH:5][C:6]3[C:11](=[N:10][CH:9]=[CH:8][CH:7]=3)[C:2]=2[NH:1][S:17](=[O:19])(=[O:18])[N:16]1[CH3:15]. (4) The product is: [Cl:15][C:16]1[S:20][C:19]2[C:21]3([O:42][CH2:43][C:44]([F:45])([F:46])[C:18]=2[CH:17]=1)[CH2:22][CH2:23][N:24]([CH2:27][C:28]1[C:29]([CH3:41])=[N:30][N:31]([C:33]2[C:38]([CH2:39][N:51]4[C:47](=[O:57])[C:48]5[C:49](=[CH:53][CH:54]=[CH:55][CH:56]=5)[C:50]4=[O:52])=[CH:37][CH:36]=[CH:35][N:34]=2)[CH:32]=1)[CH2:25][CH2:26]3. Given the reactants N(C(OC(C)C)=O)=NC(OC(C)C)=O.[Cl:15][C:16]1[S:20][C:19]2[C:21]3([O:42][CH2:43][C:44]([F:46])([F:45])[C:18]=2[CH:17]=1)[CH2:26][CH2:25][N:24]([CH2:27][C:28]1[C:29]([CH3:41])=[N:30][N:31]([C:33]2[C:38]([CH2:39]O)=[CH:37][CH:36]=[CH:35][N:34]=2)[CH:32]=1)[CH2:23][CH2:22]3.[C:47]1(=[O:57])[NH:51][C:50](=[O:52])[C:49]2=[CH:53][CH:54]=[CH:55][CH:56]=[C:48]12.C1(P(C2C=CC=CC=2)C2C=CC=CC=2)C=CC=CC=1, predict the reaction product. (5) Given the reactants CS(O[CH2:6][CH2:7][C:8]1[O:9][CH:10]=[CH:11][C:12]=1[CH2:13][CH2:14]OS(C)(=O)=O)(=O)=O.C(=O)([O-])[O-].[K+].[K+].[CH2:26]([NH2:33])[C:27]1[CH:32]=[CH:31][CH:30]=[CH:29][CH:28]=1, predict the reaction product. The product is: [CH2:26]([N:33]1[CH2:6][CH2:7][C:8]2[O:9][CH:10]=[CH:11][C:12]=2[CH2:13][CH2:14]1)[C:27]1[CH:32]=[CH:31][CH:30]=[CH:29][CH:28]=1. (6) Given the reactants [Br:1][C:2]1[CH:3]=[C:4]([CH2:10][C:11]([OH:13])=[O:12])[CH:5]=[CH:6][C:7]=1[O:8][CH3:9].[CH2:14](O)[CH3:15], predict the reaction product. The product is: [CH2:14]([O:12][C:11](=[O:13])[CH2:10][C:4]1[CH:5]=[CH:6][C:7]([O:8][CH3:9])=[C:2]([Br:1])[CH:3]=1)[CH3:15]. (7) Given the reactants [F:1][C:2]1[CH:7]=[CH:6][CH:5]=[CH:4][C:3]=1[N:8]1[C:12]([C:13]2[CH:18]=[CH:17][N:16]=[CH:15][CH:14]=2)=[C:11]([C:19]([O:21]CC)=O)[N:10]=[N:9]1.O[N:25]=[C:26]([C:28]1[CH:29]=[C:30]2[C:34](=[CH:35][CH:36]=1)[NH:33][CH:32]=[CH:31]2)[NH2:27], predict the reaction product. The product is: [F:1][C:2]1[CH:7]=[CH:6][CH:5]=[CH:4][C:3]=1[N:8]1[C:12]([C:13]2[CH:14]=[CH:15][N:16]=[CH:17][CH:18]=2)=[C:11]([C:19]2[O:21][N:27]=[C:26]([C:28]3[CH:29]=[C:30]4[C:34](=[CH:35][CH:36]=3)[NH:33][CH:32]=[CH:31]4)[N:25]=2)[N:10]=[N:9]1.